From a dataset of Forward reaction prediction with 1.9M reactions from USPTO patents (1976-2016). Predict the product of the given reaction. (1) Given the reactants [C:1]([NH:4][NH:5][C:6]([C:8]1[CH:13]=[C:12]([NH:14][CH2:15][CH2:16][C:17]2[CH:22]=[CH:21][C:20]([O:23][CH3:24])=[CH:19][CH:18]=2)[N:11]=[C:10]([O:25][CH3:26])[N:9]=1)=[O:7])(=O)[CH3:2].C1(C)C=CC(S(Cl)(=O)=O)=CC=1.CCN(P1(N(C)CCCN1C)=NC(C)(C)C)CC, predict the reaction product. The product is: [CH3:26][O:25][C:10]1[N:11]=[C:12]([NH:14][CH2:15][CH2:16][C:17]2[CH:22]=[CH:21][C:20]([O:23][CH3:24])=[CH:19][CH:18]=2)[CH:13]=[C:8]([C:6]2[O:7][C:1]([CH3:2])=[N:4][N:5]=2)[N:9]=1. (2) The product is: [CH2:1]([O:3][C:4]([C:6]1[S:10][C:9]([C:41]2[CH:40]=[N:39][N:38]([CH2:31][C:32]3[CH:37]=[CH:36][CH:35]=[CH:34][CH:33]=3)[CH:42]=2)=[N:8][C:7]=1[CH2:12][N:13]([CH2:20][C:21]1[CH:26]=[CH:25][C:24]([O:27][CH3:28])=[CH:23][C:22]=1[O:29][CH3:30])[CH2:14][C:15]([O:17][CH2:18][CH3:19])=[O:16])=[O:5])[CH3:2]. Given the reactants [CH2:1]([O:3][C:4]([C:6]1[S:10][C:9](Br)=[N:8][C:7]=1[CH2:12][N:13]([CH2:20][C:21]1[CH:26]=[CH:25][C:24]([O:27][CH3:28])=[CH:23][C:22]=1[O:29][CH3:30])[CH2:14][C:15]([O:17][CH2:18][CH3:19])=[O:16])=[O:5])[CH3:2].[CH2:31]([N:38]1[CH:42]=[C:41](B(O)O)[CH:40]=[N:39]1)[C:32]1[CH:37]=[CH:36][CH:35]=[CH:34][CH:33]=1, predict the reaction product. (3) Given the reactants N(C(OCC)=O)=NC(OCC)=O.C1(P(C2C=CC=CC=2)C2C=CC=CC=2)C=CC=CC=1.[CH2:32]([O:39][CH2:40][C@@H:41]1[O:46][CH2:45][C@@:44]([NH:55][C:56]([NH:58][C:59](=[O:66])[C:60]2[CH:65]=[CH:64][CH:63]=[CH:62][CH:61]=2)=[S:57])([C:47]2[CH:52]=[CH:51][C:50]([F:53])=[CH:49][C:48]=2[F:54])[C@H:43]([C@@H:67](O)[CH3:68])[CH2:42]1)[C:33]1[CH:38]=[CH:37][CH:36]=[CH:35][CH:34]=1, predict the reaction product. The product is: [CH2:32]([O:39][CH2:40][C@@H:41]1[O:46][CH2:45][C@:44]2([C:47]3[CH:52]=[CH:51][C:50]([F:53])=[CH:49][C:48]=3[F:54])[N:55]=[C:56]([NH:58][C:59](=[O:66])[C:60]3[CH:65]=[CH:64][CH:63]=[CH:62][CH:61]=3)[S:57][C@H:67]([CH3:68])[C@@H:43]2[CH2:42]1)[C:33]1[CH:34]=[CH:35][CH:36]=[CH:37][CH:38]=1. (4) The product is: [CH2:1]([O:8][CH2:9][CH2:10][CH2:11][C@H:12]([C:21]1[C:25]([CH:26]2[CH2:28][CH2:27]2)=[C:24]([C:29]2[CH:33]=[C:32]([C:34]([F:39])([F:40])[C:35]([CH3:36])([CH3:38])[CH3:37])[O:31][N:30]=2)[O:23][N:22]=1)[CH2:13][C:14]([OH:16])=[O:15])[C:2]1[CH:3]=[CH:4][CH:5]=[CH:6][CH:7]=1. Given the reactants [CH2:1]([O:8][CH2:9][CH2:10][CH2:11][C@H:12]([C:21]1[C:25]([CH:26]2[CH2:28][CH2:27]2)=[C:24]([C:29]2[CH:33]=[C:32]([C:34]([F:40])([F:39])[C:35]([CH3:38])([CH3:37])[CH3:36])[O:31][N:30]=2)[O:23][N:22]=1)[CH2:13][C:14]([O:16]C(C)(C)C)=[O:15])[C:2]1[CH:7]=[CH:6][CH:5]=[CH:4][CH:3]=1.FC(F)(F)C(O)=O, predict the reaction product.